From a dataset of Full USPTO retrosynthesis dataset with 1.9M reactions from patents (1976-2016). Predict the reactants needed to synthesize the given product. (1) Given the product [F:29][C:28]([F:31])([F:30])[S:25]([O:21][C:16]1[C@@:17]2([CH3:20])[CH2:18][CH2:19][C@H:8]3[C@H:9]([C@@H:13]2[CH2:14][CH:15]=1)[CH2:10][CH:11]=[C:12]1[C@:7]3([CH3:22])[CH2:6][CH2:5][C:4](=[O:23])[N:3]1[CH2:1][CH3:2])(=[O:26])=[O:24], predict the reactants needed to synthesize it. The reactants are: [CH2:1]([N:3]1[C:12]2[C@@:7]([CH3:22])([C@H:8]3[CH2:19][CH2:18][C@@:17]4([CH3:20])[C@@H:13]([CH2:14][CH2:15][C:16]4=[O:21])[C@@H:9]3[CH2:10][CH:11]=2)[CH2:6][CH2:5][C:4]1=[O:23])[CH3:2].[O:24](S(C(F)(F)F)(=O)=O)[S:25]([C:28]([F:31])([F:30])[F:29])(=O)=[O:26].C(N(CC)CC)C. (2) Given the product [CH:12]1([C:10]2[S:9][C:4]3[N:5]=[C:6]([CH3:8])[N:7]=[C:2]([C:19]#[N:20])[C:3]=3[CH:11]=2)[CH2:17][CH2:16][CH2:15][CH2:14][CH2:13]1, predict the reactants needed to synthesize it. The reactants are: Cl[C:2]1[C:3]2[CH:11]=[C:10]([CH:12]3[CH2:17][CH2:16][CH2:15][CH2:14][CH2:13]3)[S:9][C:4]=2[N:5]=[C:6]([CH3:8])[N:7]=1.C1N2CC[N:20](CC2)[CH2:19]1.CS(C)=O.[C-]#N.[K+]. (3) Given the product [Br:1][C:2]1[C:3]([CH3:19])=[CH:4][C:5]([O:6][CH2:7][C@@H:8]([CH3:15])[CH2:9][S:21]([CH3:20])(=[O:23])=[O:22])=[CH:16][C:17]=1[CH3:18], predict the reactants needed to synthesize it. The reactants are: [Br:1][C:2]1[C:17]([CH3:18])=[CH:16][C:5]([O:6][CH2:7][C@@H:8]([CH3:15])[CH2:9]OS(C)(=O)=O)=[CH:4][C:3]=1[CH3:19].[CH3:20][S:21]([O-:23])=[O:22].[Na+].O. (4) Given the product [Br:1][C:2]1[CH:7]=[CH:6][C:5]([CH2:8][Br:10])=[C:4]([Cl:9])[CH:3]=1, predict the reactants needed to synthesize it. The reactants are: [Br:1][C:2]1[CH:7]=[CH:6][C:5]([CH3:8])=[C:4]([Cl:9])[CH:3]=1.[Br:10]NC(=O)CCC(N)=O. (5) Given the product [Cl:1][C:2]1[C:3]([C:26]2[C:34]3[C:29](=[CH:30][CH:31]=[CH:32][CH:33]=3)[NH:28][CH:27]=2)=[N:4][C:5]([NH:8][CH:9]2[CH2:10][CH2:11][N:12]([CH2:15][C:16]3[CH:21]=[CH:20][C:19]([NH:22][C:23](=[O:25])[CH3:24])=[CH:18][CH:17]=3)[CH2:13][CH2:14]2)=[N:6][CH:7]=1, predict the reactants needed to synthesize it. The reactants are: [Cl:1][C:2]1[C:3]([C:26]2[C:34]3[C:29](=[CH:30][CH:31]=[CH:32][CH:33]=3)[N:28](S(C3C=CC=CC=3)(=O)=O)[CH:27]=2)=[N:4][C:5]([NH:8][CH:9]2[CH2:14][CH2:13][N:12]([CH2:15][C:16]3[CH:21]=[CH:20][C:19]([NH:22][C:23](=[O:25])[CH3:24])=[CH:18][CH:17]=3)[CH2:11][CH2:10]2)=[N:6][CH:7]=1.[OH-].[Na+]. (6) Given the product [CH2:1]([O:8][C:9]1[CH:14]=[C:13]2[C:12](=[CH:11][C:10]=1[O:39][CH3:40])[CH:17](/[CH:16]=[CH:15]/[C:13]1[CH:14]=[C:9]([O:8][CH2:1][C:2]3[CH:3]=[CH:4][CH:5]=[CH:6][CH:7]=3)[C:10]([O:39][CH3:40])=[CH:11][C:12]=1[Cl:38])[NH:50][CH2:48][CH2:49]2)[C:2]1[CH:3]=[CH:4][CH:5]=[CH:6][CH:7]=1, predict the reactants needed to synthesize it. The reactants are: [CH2:1]([O:8][C:9]1[C:10]([O:39][CH3:40])=[CH:11][C:12]([Cl:38])=[C:13](/[CH:15]=[CH:16]/[C:17](NCCC2C=CC(OC)=C(OCC3C=CC=CC=3)C=2)=O)[CH:14]=1)[C:2]1[CH:7]=[CH:6][CH:5]=[CH:4][CH:3]=1.O=P(Cl)(Cl)Cl.[BH4-].[Na+].[C:48](#[N:50])[CH3:49]. (7) Given the product [CH3:21][C:20]1[CH:19]=[CH:18][C:17]([NH:22][C:23](=[O:34])[C:24]2[CH:29]=[CH:28][CH:27]=[C:26]([C:30]([F:31])([F:33])[F:32])[CH:25]=2)=[CH:16][C:15]=1[NH:14][C:10]1[N:9]=[C:8]([C:5]2[CH:6]=[N:7][C:2]([NH:42][CH2:41][C:38]3[CH:39]=[CH:40][N:35]=[CH:36][CH:37]=3)=[CH:3][CH:4]=2)[CH:13]=[CH:12][N:11]=1, predict the reactants needed to synthesize it. The reactants are: Cl[C:2]1[N:7]=[CH:6][C:5]([C:8]2[CH:13]=[CH:12][N:11]=[C:10]([NH:14][C:15]3[CH:16]=[C:17]([NH:22][C:23](=[O:34])[C:24]4[CH:29]=[CH:28][CH:27]=[C:26]([C:30]([F:33])([F:32])[F:31])[CH:25]=4)[CH:18]=[CH:19][C:20]=3[CH3:21])[N:9]=2)=[CH:4][CH:3]=1.[N:35]1[CH:40]=[CH:39][C:38]([CH2:41][NH2:42])=[CH:37][CH:36]=1.